From a dataset of Antibody developability classification from SAbDab with 2,409 antibodies. Regression/Classification. Given an antibody's heavy chain and light chain sequences, predict its developability. TAP uses regression for 5 developability metrics; SAbDab uses binary classification. (1) The antibody is ['EVQLQQSGAELARPGASVKMSCKASGYTFTSYTMHWVKQRPGQGLEWIGYINPSSGYSNYNQKFKDKATLTADKSSSTAYMQLSSLTSEDSAVYYCSRPVVRLGYNFDYWGQGSTLTVSS', 'EIVLTQSPAITAASLGQKVTITCSASSSVSYMHWYQQKSGTSPKPWIYEISKLASGVPARFSGSGSGTSYSLTISSMEAEDAAIYYCQQWNYPFTFGSGTKLEIK']. Result: 0 (not developable). (2) The antibody is ['EVQVQQSGTVLARPGASVKMSCKASGYTFTNYWMHWIKQRPGQGLEWIGAIYPGNSATFYNHKFRAKTKLTAVTSTITAYMELSSLTNEDSAVYYCTRGGHGYYGDYWGQGASLTVSS', 'QAVVTQESALTTSPGETVTLTCRSSTGTVTSGNHANWVQEKPDHLFTGLIGDTNNRAPGVPARFSGSLIGDKAALTITGAQPEDEAIYFCALWCNNHWIFGGGTKLTVL']. Result: 0 (not developable). (3) Result: 0 (not developable). The antibody is ['QVQLVQSGTEVKSPGSSVKVSCKASGYTFTSYGISWVRQAPGQGLEWMGGIIPIFGTANYAQKFQGRVTITADESTSTAYMELSSLRSEDTAVYYCARAPGYSNAYYFDYWGQGTLVTVSS', 'DIQMTQSPSTLSASIGDRVTITCRASEGIYHWLAWYQQKPGKAPKLLIYKASSLASGAPSRFSGSGSGTDFTLTISSLQPDDFATYYCQQYSNYPLTFGGGTKLEIK']. (4) The antibody is ['QVQLQQSGPELKKPGETVKISCKTSGYSFTNYGMNWVKQAPGKGLKWMGWINTYTGEPTYADDFRGRFAFSLATSASTAYLQIINLKNEDTATYFCETYDSPLGDYWGQGTTVTVSS', 'DLVLTQSPASLAVSLGQRATISCRASKSVSTSGYNYMHWYQQKPGQPPKLLIYLASNLASGVPARFSGSGSGTDFTLNIHPVEEEDAATYYCLYSREFPPWTFGGGTKLEIK']. Result: 0 (not developable). (5) The antibody is ['QIQLQQSGPELVRPGASVKISCKASGYTFTDYYIHWVKQRPGEGLEWIGWIYPGSGNTKYNEKFKGKATLTVDTSSSTAYMQLSSLTSEDSAVYFCARGGKFAMDYWGQGTSVTVSS', 'DVVMTQTPLSLPVSLGDQASISCRSSQSLVHSNGNTYLYWYLQKPGQSPKPLIYRVSNRFSGVPDRFSGSGSGTDFTLKISRVEAEDLGVYFCFQGTHVPYTFGGGTRLEIK']. Result: 0 (not developable). (6) Result: 0 (not developable). The antibody is ['QSLEESGGGPVKPGGTLTLTCKASGIDFSSFYYMCWVRQAPGKGLEWIACIVTDITGESYYATWAKGRFAISKTSSTTVTLQMTSLTAADTATYFCARGDTYGYGDTVYALNLWGPGTLVTVSS', 'GPVLTQTPPSASEPVGGTVTIKCQASQAIDEYLGWYQQKPGQRPKLLMYYASTLASGVPSRFKGSGSGTQFTLTISDLECADAATYYCQNYYVGSSTNYAFTFGGGTEVVVK']. (7) The antibody is ['EIQLQQSGPELVKPGASVKVSCKASGFPFSTYNIYWVIQSHGKSLEWIGYIDPYNGGTSYNQKFRGKATLTVDKSSSTAYMHLNSLTSEDSAVYYCARRWYTYDGDWFAYWGQGTLVTVSA', 'DIKMTQSPSSMYVSLGERVTITCKASQDINRYLSWFQQKPGKSPKTLIYRANRMLDGVPSRFSGSGSGQDYSLTISSLEYEDMGNYYCLQYDEFPFTFGSGTKLEIK']. Result: 0 (not developable). (8) The antibody is ['QVQLVQSGAEVKKPGASVKVSCKASGYYTEAYYIHWVRQAPGQGLEWMGRIDPATGNTKYAPRLQDRVTMTRDTSTSTVYMELSSLRSEDTAVYYCASLYSLPVYWGQGTTVTVSS', 'DVVMTQSPLSLPVTLGQPASISCKSSQSLLYSDAKTYLNWFQQRPGQSPRRLIYQISRLDPGVPDRFSGSGSGTDFTLKISRVEAEDVGVYYCLQGTHYPVLFGQGTRLEIK']. Result: 0 (not developable).